Dataset: Choline transporter screen with 302,306 compounds. Task: Binary Classification. Given a drug SMILES string, predict its activity (active/inactive) in a high-throughput screening assay against a specified biological target. (1) The drug is O=C(N(Cc1ccccc1)C)c1cc(C(=O)N(Cc2ccccc2)C)ccc1. The result is 0 (inactive). (2) The molecule is S(=O)(=O)(N(CC(=O)NCCSCc1ccc(cc1)C)c1ccccc1)C. The result is 0 (inactive). (3) The compound is Clc1c(N(N(S(=O)(=O)c2cc(ccc2)C(F)(F)F)CC=C)C)ncc(c1)C(F)(F)F. The result is 0 (inactive). (4) The molecule is OC(=O)C(CCC)CCC(=O)Nc1ccc(cc1)C(OCC)=O. The result is 0 (inactive). (5) The molecule is S=C(N\N=C1\CCC(C(C)(C)C)CC1)Nc1cc(OC)ccc1. The result is 0 (inactive). (6) The compound is S1\C(C(=O)N(CC(O)=O)C1=S)=C/C(=C\c1ccccc1)C. The result is 1 (active). (7) The compound is O=C(N(C)C)c1ccc(NC(=O)c2cccnc2)cc1. The result is 0 (inactive).